This data is from Full USPTO retrosynthesis dataset with 1.9M reactions from patents (1976-2016). The task is: Predict the reactants needed to synthesize the given product. Given the product [CH3:3][C:2]([CH3:22])([O:4][C:5]([NH:7][C@@H:8]([CH2:13][CH2:14][CH2:15][CH:16]1[CH2:21][CH2:20][N:19]([C:31]([O:33][CH2:34][C:35]2[CH:40]=[CH:39][CH:38]=[CH:37][CH:36]=2)=[O:32])[CH2:18][CH2:17]1)[C:9]([O:11][CH3:12])=[O:10])=[O:6])[CH3:1], predict the reactants needed to synthesize it. The reactants are: [CH3:1][C:2]([CH3:22])([O:4][C:5]([NH:7][C@@H:8]([CH2:13][C:14]#[C:15][C:16]1[CH:21]=[CH:20][N:19]=[CH:18][CH:17]=1)[C:9]([O:11][CH3:12])=[O:10])=[O:6])[CH3:3].[H][H].C(=O)([O-])O.[Na+].Cl[C:31]([O:33][CH2:34][C:35]1[CH:40]=[CH:39][CH:38]=[CH:37][CH:36]=1)=[O:32].